From a dataset of NCI-60 drug combinations with 297,098 pairs across 59 cell lines. Regression. Given two drug SMILES strings and cell line genomic features, predict the synergy score measuring deviation from expected non-interaction effect. (1) Drug 1: C(CN)CNCCSP(=O)(O)O. Drug 2: CCC1(C2=C(COC1=O)C(=O)N3CC4=CC5=C(C=CC(=C5CN(C)C)O)N=C4C3=C2)O.Cl. Cell line: NCI-H226. Synergy scores: CSS=7.38, Synergy_ZIP=-2.40, Synergy_Bliss=-3.00, Synergy_Loewe=-90.3, Synergy_HSA=-7.65. (2) Drug 1: CC1C(C(CC(O1)OC2CC(CC3=C2C(=C4C(=C3O)C(=O)C5=C(C4=O)C(=CC=C5)OC)O)(C(=O)CO)O)N)O.Cl. Drug 2: CC1C(C(CC(O1)OC2CC(CC3=C2C(=C4C(=C3O)C(=O)C5=C(C4=O)C(=CC=C5)OC)O)(C(=O)CO)O)N)O.Cl. Cell line: IGROV1. Synergy scores: CSS=46.2, Synergy_ZIP=-1.38, Synergy_Bliss=2.70, Synergy_Loewe=4.15, Synergy_HSA=6.74. (3) Drug 1: CC1=C2C(C(=O)C3(C(CC4C(C3C(C(C2(C)C)(CC1OC(=O)C(C(C5=CC=CC=C5)NC(=O)OC(C)(C)C)O)O)OC(=O)C6=CC=CC=C6)(CO4)OC(=O)C)OC)C)OC. Drug 2: CC1CCC2CC(C(=CC=CC=CC(CC(C(=O)C(C(C(=CC(C(=O)CC(OC(=O)C3CCCCN3C(=O)C(=O)C1(O2)O)C(C)CC4CCC(C(C4)OC)OCCO)C)C)O)OC)C)C)C)OC. Cell line: HCC-2998. Synergy scores: CSS=49.7, Synergy_ZIP=3.62, Synergy_Bliss=2.15, Synergy_Loewe=-9.14, Synergy_HSA=4.51. (4) Drug 1: C1=CC(=C2C(=C1NCCNCCO)C(=O)C3=C(C=CC(=C3C2=O)O)O)NCCNCCO. Drug 2: C1=C(C(=O)NC(=O)N1)F. Cell line: TK-10. Synergy scores: CSS=49.0, Synergy_ZIP=2.44, Synergy_Bliss=2.30, Synergy_Loewe=10.2, Synergy_HSA=12.2. (5) Drug 1: CC(CN1CC(=O)NC(=O)C1)N2CC(=O)NC(=O)C2. Drug 2: CN(C(=O)NC(C=O)C(C(C(CO)O)O)O)N=O. Cell line: HT29. Synergy scores: CSS=28.8, Synergy_ZIP=-5.53, Synergy_Bliss=-2.52, Synergy_Loewe=-13.6, Synergy_HSA=-0.412. (6) Drug 1: C1CCC(C1)C(CC#N)N2C=C(C=N2)C3=C4C=CNC4=NC=N3. Drug 2: C1CNP(=O)(OC1)N(CCCl)CCCl. Cell line: K-562. Synergy scores: CSS=6.88, Synergy_ZIP=-3.44, Synergy_Bliss=-5.46, Synergy_Loewe=-12.9, Synergy_HSA=-8.59. (7) Drug 1: C1CCC(CC1)NC(=O)N(CCCl)N=O. Cell line: SK-OV-3. Synergy scores: CSS=33.5, Synergy_ZIP=-3.76, Synergy_Bliss=-0.0367, Synergy_Loewe=-16.8, Synergy_HSA=1.03. Drug 2: CCC1=C2CN3C(=CC4=C(C3=O)COC(=O)C4(CC)O)C2=NC5=C1C=C(C=C5)O. (8) Drug 1: C1C(C(OC1N2C=C(C(=O)NC2=O)F)CO)O. Drug 2: C(CCl)NC(=O)N(CCCl)N=O. Cell line: RXF 393. Synergy scores: CSS=-4.98, Synergy_ZIP=2.67, Synergy_Bliss=2.83, Synergy_Loewe=-3.21, Synergy_HSA=-3.34. (9) Drug 1: C1CN1P(=S)(N2CC2)N3CC3. Drug 2: CC1=C(N=C(N=C1N)C(CC(=O)N)NCC(C(=O)N)N)C(=O)NC(C(C2=CN=CN2)OC3C(C(C(C(O3)CO)O)O)OC4C(C(C(C(O4)CO)O)OC(=O)N)O)C(=O)NC(C)C(C(C)C(=O)NC(C(C)O)C(=O)NCCC5=NC(=CS5)C6=NC(=CS6)C(=O)NCCC[S+](C)C)O. Cell line: SW-620. Synergy scores: CSS=26.3, Synergy_ZIP=-6.67, Synergy_Bliss=-0.139, Synergy_Loewe=-7.63, Synergy_HSA=1.17. (10) Drug 1: C1=C(C(=O)NC(=O)N1)F. Drug 2: CN(C(=O)NC(C=O)C(C(C(CO)O)O)O)N=O. Cell line: SW-620. Synergy scores: CSS=42.3, Synergy_ZIP=-4.15, Synergy_Bliss=-4.66, Synergy_Loewe=-4.14, Synergy_HSA=-0.781.